From a dataset of Full USPTO retrosynthesis dataset with 1.9M reactions from patents (1976-2016). Predict the reactants needed to synthesize the given product. (1) Given the product [F:40][C:41]([F:56])([F:55])[C:25]1[CH:2]=[CH:3][C:4]([O:5][CH:6]2[CH2:7][CH2:8][N:9]([S:12]([C:15]3[C:16]([CH3:22])=[N:17][N:18]([CH3:21])[C:19]=3[CH3:20])(=[O:13])=[O:14])[CH2:10][CH2:11]2)=[CH:23][CH:24]=1, predict the reactants needed to synthesize it. The reactants are: Cl[C:2]1[CH:3]=[C:4]([CH:23]=[CH:24][C:25]=1Cl)[O:5][CH:6]1[CH2:11][CH2:10][N:9]([S:12]([C:15]2[C:16]([CH3:22])=[N:17][N:18]([CH3:21])[C:19]=2[CH3:20])(=[O:14])=[O:13])[CH2:8][CH2:7]1.CN1C(C)=C(S(Cl)(=O)=O)C(C)=N1.Cl.[F:40][C:41]([F:56])([F:55])C1C=CC(OC2CCNCC2)=CC=1. (2) Given the product [C:29]([O:15][C@H:12]1[CH2:13][CH2:14][C@@H:9]([O:8][Si:1]([C:4]([CH3:7])([CH3:5])[CH3:6])([CH3:2])[CH3:3])[CH2:10][C@@H:11]1[C:16]1[N:20]([CH3:21])[N:19]=[CH:18][CH:17]=1)(=[O:36])[C:30]1[CH:35]=[CH:34][CH:33]=[CH:32][CH:31]=1, predict the reactants needed to synthesize it. The reactants are: [Si:1]([O:8][C@@H:9]1[CH2:14][CH2:13][C@H:12]([OH:15])[C@@H:11]([C:16]2[N:20]([CH3:21])[N:19]=[CH:18][CH:17]=2)[CH2:10]1)([C:4]([CH3:7])([CH3:6])[CH3:5])([CH3:3])[CH3:2].C(N(CC)CC)C.[C:29](Cl)(=[O:36])[C:30]1[CH:35]=[CH:34][CH:33]=[CH:32][CH:31]=1. (3) The reactants are: Br[CH2:2][C:3]1[CH:4]=[CH:5][C:6]2[S:10][C:9]([C:11]([O:13][C:14]([CH3:17])([CH3:16])[CH3:15])=[O:12])=[CH:8][C:7]=2[CH:18]=1.Cl.[NH2:20][CH2:21][C:22]([O:24][C:25]([CH3:28])([CH3:27])[CH3:26])=[O:23].C(N(CC)CC)C. Given the product [C:25]([O:24][C:22](=[O:23])[CH2:21][NH:20][CH2:2][C:3]1[CH:4]=[CH:5][C:6]2[S:10][C:9]([C:11]([O:13][C:14]([CH3:17])([CH3:16])[CH3:15])=[O:12])=[CH:8][C:7]=2[CH:18]=1)([CH3:28])([CH3:27])[CH3:26], predict the reactants needed to synthesize it. (4) Given the product [CH:18]1([CH2:17][C@H:16]([C:23]2[CH:28]=[CH:27][C:26]([S:29]([CH3:32])(=[O:31])=[O:30])=[C:25]([O:33][CH3:34])[CH:24]=2)[C:15]([NH:14][C:11]2[CH:12]=[CH:13][N:9]([CH2:8][CH2:7][OH:6])[N:10]=2)=[O:35])[CH2:19][CH2:20][CH2:21][CH2:22]1, predict the reactants needed to synthesize it. The reactants are: C([Si](C)(C)[O:6][CH2:7][CH2:8][N:9]1[CH:13]=[CH:12][C:11]([NH:14][C:15](=[O:35])[C@@H:16]([C:23]2[CH:28]=[CH:27][C:26]([S:29]([CH3:32])(=[O:31])=[O:30])=[C:25]([O:33][CH3:34])[CH:24]=2)[CH2:17][CH:18]2[CH2:22][CH2:21][CH2:20][CH2:19]2)=[N:10]1)(C)(C)C.O1CCCC1.O. (5) Given the product [Cl:11][C:4]1[N:3]=[C:2]([NH2:16])[C:7]([N+:8]([O-:10])=[O:9])=[CH:6][CH:5]=1, predict the reactants needed to synthesize it. The reactants are: Cl[C:2]1[C:7]([N+:8]([O-:10])=[O:9])=[CH:6][CH:5]=[C:4]([Cl:11])[N:3]=1.CCO.O.[NH3:16].